This data is from Experimentally validated miRNA-target interactions with 360,000+ pairs, plus equal number of negative samples. The task is: Binary Classification. Given a miRNA mature sequence and a target amino acid sequence, predict their likelihood of interaction. The miRNA is hsa-miR-4717-5p with sequence UAGGCCACAGCCACCCAUGUGU. The protein sequence of the target gene is MAAATLTSKLYSLLFRRTSTFALTIIVGVMFFERAFDQGADAIYDHINEGKLWKHIKHKYENK. Result: 1 (interaction).